This data is from Forward reaction prediction with 1.9M reactions from USPTO patents (1976-2016). The task is: Predict the product of the given reaction. Given the reactants [C:1]([N:8]1[CH2:15][C@H:14]([OH:16])[CH2:13][C@H:9]1[C:10]([OH:12])=[O:11])([O:3][C:4]([CH3:7])([CH3:6])[CH3:5])=[O:2].[F:17][C:18]1[C:23](O)=[C:22]([F:25])[C:21]([F:26])=[C:20]([F:27])[C:19]=1[F:28].C1(N=C=NC2CCCCC2)CCCCC1, predict the reaction product. The product is: [F:17][C:18]1[C:23]([O:11][C:10](=[O:12])[C@@H:9]2[CH2:13][C@@H:14]([OH:16])[CH2:15][N:8]2[C:1]([O:3][C:4]([CH3:7])([CH3:6])[CH3:5])=[O:2])=[C:22]([F:25])[C:21]([F:26])=[C:20]([F:27])[C:19]=1[F:28].